This data is from Reaction yield outcomes from USPTO patents with 853,638 reactions. The task is: Predict the reaction yield, written as a fraction of the theoretical maximum amount of product (1.0 means a 100% yield; for example, 0.34 means a 34% yield). (1) The reactants are [CH2:1]([N:8](C)[C@H:9]1[C:18]2[C:13](=[CH:14][CH:15]=[CH:16][CH:17]=2)[CH2:12][CH2:11][CH2:10]1)C1C=CC=CC=1. The catalyst is CO.CCOC(C)=O.[Pd]. The product is [CH3:1][NH:8][C@H:9]1[C:18]2[C:13](=[CH:14][CH:15]=[CH:16][CH:17]=2)[CH2:12][CH2:11][CH2:10]1. The yield is 0.330. (2) The reactants are Cl.[S:2]1[CH2:7][CH2:6][N:5]([CH2:8][C:9]([OH:11])=O)[CH2:4][CH2:3]1.[CH2:12]([C@H:19]1[CH2:23][NH:22][C@H:21]([C:24]([NH:26][C:27]2[CH:32]=[CH:31][C:30]([O:33][C:34]3[CH:39]=[CH:38][C:37]([F:40])=[CH:36][CH:35]=3)=[CH:29][CH:28]=2)=[O:25])[CH2:20]1)[C:13]1[CH:18]=[CH:17][CH:16]=[CH:15][CH:14]=1. No catalyst specified. The product is [CH2:12]([C@H:19]1[CH2:23][N:22]([C:9](=[O:11])[CH2:8][N:5]2[CH2:4][CH2:3][S:2][CH2:7][CH2:6]2)[C@H:21]([C:24]([NH:26][C:27]2[CH:32]=[CH:31][C:30]([O:33][C:34]3[CH:35]=[CH:36][C:37]([F:40])=[CH:38][CH:39]=3)=[CH:29][CH:28]=2)=[O:25])[CH2:20]1)[C:13]1[CH:14]=[CH:15][CH:16]=[CH:17][CH:18]=1. The yield is 0.372. (3) The reactants are [CH3:1][O:2][C:3]1[C:11]([CH3:12])=[C:10]2[C:6]([C:7](=[O:13])[O:8][CH2:9]2)=[C:5]([O:14][CH2:15][CH2:16][Si:17]([CH3:20])([CH3:19])[CH3:18])[C:4]=1[CH2:21][CH:22]=[C:23]([CH3:29])[CH2:24][CH2:25][C:26](O)=[O:27].ClC(OCC(C)C)=O.C(N(CC)CC)C.C(O)(=O)C(O)=O.[CH2:51]([O:53][P:54]([CH2:59][CH2:60][NH2:61])(=[O:58])[O:55][CH2:56][CH3:57])[CH3:52]. The catalyst is C1COCC1. The product is [CH2:56]([O:55][P:54]([CH2:59][CH2:60][NH:61][C:26](=[O:27])[CH2:25][CH2:24][C:23]([CH3:29])=[CH:22][CH2:21][C:4]1[C:5]([O:14][CH2:15][CH2:16][Si:17]([CH3:19])([CH3:18])[CH3:20])=[C:6]2[C:10](=[C:11]([CH3:12])[C:3]=1[O:2][CH3:1])[CH2:9][O:8][C:7]2=[O:13])(=[O:58])[O:53][CH2:51][CH3:52])[CH3:57]. The yield is 0.540. (4) The product is [F:10][C:11]1[C:12]([C:27]2[CH:32]=[CH:31][CH:30]=[CH:29][CH:28]=2)=[C:13]([CH3:26])[C:14]([C:24]#[N:25])=[C:15]2[C:19]=1[O:18][C:17]([C:20]([F:7])([CH3:22])[CH3:21])=[N:16]2. The catalyst is ClCCl. The reactants are C(N(S(F)(F)[F:7])CC)C.[F:10][C:11]1[C:12]([C:27]2[CH:32]=[CH:31][CH:30]=[CH:29][CH:28]=2)=[C:13]([CH3:26])[C:14]([C:24]#[N:25])=[C:15]2[C:19]=1[O:18][C:17]([C:20](O)([CH3:22])[CH3:21])=[N:16]2.C(=O)([O-])O.[Na+]. The yield is 0.960. (5) The reactants are [O:1]1[C:5]2[CH:6]=[CH:7][C:8]([CH2:10][C:11]([NH:13][C:14]3[S:15][C:16]([CH3:40])=[C:17]([C:19]4[CH:20]=[C:21]5[C:25](=[CH:26][CH:27]=4)[N:24](S(C4C=CC=CC=4[N+]([O-])=O)(=O)=O)[CH2:23][CH2:22]5)[N:18]=3)=[O:12])=[CH:9][C:4]=2[O:3][CH2:2]1.C(=O)([O-])[O-].[K+].[K+].C1(S)C=CC=CC=1. The catalyst is CN(C=O)C.O.C(=O)(O)[O-].[Na+].CCOC(C)=O. The product is [O:1]1[C:5]2[CH:6]=[CH:7][C:8]([CH2:10][C:11]([NH:13][C:14]3[S:15][C:16]([CH3:40])=[C:17]([C:19]4[CH:20]=[C:21]5[C:25](=[CH:26][CH:27]=4)[NH:24][CH2:23][CH2:22]5)[N:18]=3)=[O:12])=[CH:9][C:4]=2[O:3][CH2:2]1. The yield is 0.580. (6) The reactants are [F:1][C:2]([F:13])([F:12])[C:3]1[CH:11]=[CH:10][C:6]([C:7](Cl)=[O:8])=[CH:5][CH:4]=1.[CH2:14]([NH:21][C:22]([C:24]1[S:28][C:27]([NH2:29])=[N:26][C:25]=1[CH3:30])=[O:23])[C:15]1[CH:20]=[CH:19][CH:18]=[CH:17][CH:16]=1. No catalyst specified. The product is [CH2:14]([NH:21][C:22]([C:24]1[S:28][C:27]([NH:29][C:7](=[O:8])[C:6]2[CH:10]=[CH:11][C:3]([C:2]([F:13])([F:12])[F:1])=[CH:4][CH:5]=2)=[N:26][C:25]=1[CH3:30])=[O:23])[C:15]1[CH:20]=[CH:19][CH:18]=[CH:17][CH:16]=1. The yield is 0.450. (7) The reactants are [CH3:1][C:2]1[CH:7]=[CH:6][C:5]([O:8][CH2:9][CH:10]=[CH2:11])=[CH:4][C:3]=1[N+:12]([O-])=O.C(O)(=O)C. The catalyst is C(O)C.O.[Fe]. The product is [CH3:1][C:2]1[CH:7]=[CH:6][C:5]([O:8][CH2:9][CH:10]=[CH2:11])=[CH:4][C:3]=1[NH2:12]. The yield is 0.500.